Dataset: Experimentally validated miRNA-target interactions with 360,000+ pairs, plus equal number of negative samples. Task: Binary Classification. Given a miRNA mature sequence and a target amino acid sequence, predict their likelihood of interaction. (1) The miRNA is hsa-miR-194-5p with sequence UGUAACAGCAACUCCAUGUGGA. The protein sequence of the target gene is MPSVMEKPSAGSGILSRSRAKTVPNGGQPHSEDDSSEEEHSHDSMIRVGTNYQAVIPECKPESPARYSNKELKGMLVWSPNHCVSDAKLDKYIAMAKEKHGYNIEQALGMLLWHKHDVEKSLADLANFTPFPDEWTVEDKVLFEQAFGFHGKCFQRIQQMLPDKLIPSLVKYYYSWKKTRSRTSVMDRQARRLGGRKDKEDSDELEEGRGGVSEGEPDPADPKREPLPSRPLNARPGPGKKEVQVSQYRHHPLRTRRRPPKGMYLSPEGLTAVSGSPDLANLTLRGLDSQLISLKRQVQS.... Result: 0 (no interaction). (2) The miRNA is mmu-miR-344g-3p with sequence CAGGCUCUAGCCAGGGGCUUGA. Result: 0 (no interaction). The protein sequence of the target gene is MAEYSYVKSTKLVLKGTKTKSKKKKSKDKKRKREEDEETQLDIVGIWWTVTNFGEISGTIAIEMDKGTYIHALDNGLFTLGAPHKEVDEGPSPPEQFTAVKLSDSRIALKSGYGKYLGINSDGLVVGRSDAIGPREQWEPVFQNGKMALLASNSCFIRCNEAGDIEAKSKTAGEEEMIKIRSCAERETKKKDDIPEEDKGNVKQCEINYVKKFQSFQDHKLKISKEDSKILKKARKDGFLHETLLDRRAKLKADRYCK. (3) The miRNA is hsa-miR-1256 with sequence AGGCAUUGACUUCUCACUAGCU. The protein sequence of the target gene is MFALGLPFLVLLVASVESHLGVLGPKNVSQKDAEFERTYVDEVNSELVNIYTFNHTVTRNRTEGVRVSVNVLNKQKGAPLLFVVRQKEAVVSFQVPLILRGMFQRKYLYQKVERTLCQPPTKNESEIQFFYVDVSTLSPVNTTYQLRVSRMDDFVLRTGEQFSFNTTAAQPQYFKYEFPEGVDSVIVKVTSNKAFPCSVISIQDVLCPVYDLDNNVAFIGMYQTMTKKAAITVQRKDFPSNSFYVVVVVKTEDQACGGSLPFYPFAEDEPVDQGHRQKTLSVLVSQAVTSEAYVSGMLFC.... Result: 0 (no interaction). (4) The miRNA is hsa-miR-5571-5p with sequence CAAUUCUCAAAGGAGCCUCCC. The protein sequence of the target gene is MADSSSSSFFPDFGLLLYLEELNKEELNTFKLFLKETMEPEHGLTPWNEVKKARREDLANLMKKYYPGEKAWSVSLKIFGKMNLKDLCERAKEEINWSAQTIGPDDAKAGETQEDQEAVLGDGTEYRNRIKEKFCITWDKKSLAGKPEDFHHGIAEKDRKLLEHLFDVDVKTGAQPQIVVLQGAAGVGKTTLVRKAMLDWAEGSLYQQRFKYVFYLNGREINQLKERSFAQLISKDWPSTEGPIEEIMYQPSSLLFIIDSFDELNFAFEEPEFALCEDWTQEHPVSFLMSSLLRKVMLPE.... Result: 0 (no interaction).